From a dataset of NCI-60 drug combinations with 297,098 pairs across 59 cell lines. Regression. Given two drug SMILES strings and cell line genomic features, predict the synergy score measuring deviation from expected non-interaction effect. (1) Drug 1: CS(=O)(=O)C1=CC(=C(C=C1)C(=O)NC2=CC(=C(C=C2)Cl)C3=CC=CC=N3)Cl. Drug 2: C(CN)CNCCSP(=O)(O)O. Cell line: T-47D. Synergy scores: CSS=6.44, Synergy_ZIP=-2.15, Synergy_Bliss=2.07, Synergy_Loewe=-7.87, Synergy_HSA=0.877. (2) Drug 1: COC1=C(C=C2C(=C1)N=CN=C2NC3=CC(=C(C=C3)F)Cl)OCCCN4CCOCC4. Drug 2: CC(C)(C#N)C1=CC(=CC(=C1)CN2C=NC=N2)C(C)(C)C#N. Cell line: SF-539. Synergy scores: CSS=5.75, Synergy_ZIP=-4.16, Synergy_Bliss=-7.20, Synergy_Loewe=-3.46, Synergy_HSA=-3.95.